From a dataset of Forward reaction prediction with 1.9M reactions from USPTO patents (1976-2016). Predict the product of the given reaction. Given the reactants [CH2:1](I)[CH2:2][CH3:3].[Li].[Cl:6][C:7]1[CH:12]=[CH:11][N:10]=[CH:9][C:8]=1[CH3:13].CCOCC, predict the reaction product. The product is: [CH2:1]([C:9]1[C:8]([CH3:13])=[C:7]([Cl:6])[CH:12]=[CH:11][N:10]=1)[CH2:2][CH3:3].